Dataset: Catalyst prediction with 721,799 reactions and 888 catalyst types from USPTO. Task: Predict which catalyst facilitates the given reaction. (1) Reactant: [CH3:1][O:2][C:3](=[O:6])[CH2:4][SH:5].C(N(CC)CC)C.Cl[C:15]1[N:19]([CH3:20])[C:18]2[CH:21]=[CH:22][CH:23]=[CH:24][C:17]=2[N:16]=1. Product: [CH3:1][O:2][C:3](=[O:6])[CH2:4][S:5][C:15]1[N:19]([CH3:20])[C:18]2[CH:21]=[CH:22][CH:23]=[CH:24][C:17]=2[N:16]=1. The catalyst class is: 22. (2) The catalyst class is: 610. Reactant: [CH3:1][O:2][C:3]1[CH:9]=[CH:8][C:6]([NH2:7])=[CH:5][C:4]=1[CH3:10].OS(O)(=O)=O.[N+]([C:19]1[CH:20]=C(S(O)(=O)=O)C=C[CH:24]=1)([O-])=O. Product: [CH3:1][O:2][C:3]1[CH:9]=[C:8]2[C:6](=[CH:5][C:4]=1[CH3:10])[N:7]=[CH:20][CH:19]=[CH:24]2. (3) Reactant: C([O:3][C:4]([C:6]1[S:10][N:9]=[C:8]([C:11]2[CH:16]=[CH:15][C:14]([Cl:17])=[CH:13][CH:12]=2)[N:7]=1)=O)C.[BH4-].[Na+]. Product: [Cl:17][C:14]1[CH:13]=[CH:12][C:11]([C:8]2[N:7]=[C:6]([CH2:4][OH:3])[S:10][N:9]=2)=[CH:16][CH:15]=1. The catalyst class is: 14. (4) Reactant: C(OC([NH:8][CH2:9][C:10]([NH:12][CH2:13][C:14]1[CH:19]=[CH:18][C:17]([NH:20]/[C:21](=[C:28]2\[C:29](=[O:37])[NH:30][C:31]3[C:36]\2=[CH:35][CH:34]=[CH:33][CH:32]=3)/[C:22]2[CH:27]=[CH:26][CH:25]=[CH:24][CH:23]=2)=[CH:16][CH:15]=1)=[O:11])=O)(C)(C)C.C(OCC)(=O)C.[ClH:44]. Product: [ClH:44].[NH2:8][CH2:9][C:10]([NH:12][CH2:13][C:14]1[CH:15]=[CH:16][C:17]([NH:20]/[C:21](=[C:28]2\[C:29](=[O:37])[NH:30][C:31]3[C:36]\2=[CH:35][CH:34]=[CH:33][CH:32]=3)/[C:22]2[CH:27]=[CH:26][CH:25]=[CH:24][CH:23]=2)=[CH:18][CH:19]=1)=[O:11]. The catalyst class is: 4. (5) Reactant: [NH2:1][C:2]1[CH:3]=[C:4]([CH:19]=[CH:20][CH:21]=1)[O:5][C:6]1[C:15]2[C:10](=[CH:11][C:12]([OH:18])=[C:13]([O:16][CH3:17])[CH:14]=2)[N:9]=[CH:8][N:7]=1.[F:22][C:23]([F:43])([F:42])[C:24]([C:27]1[O:31][N:30]=[C:29]([NH:32][C:33](=O)[O:34]C2C=CC=CC=2)[CH:28]=1)([CH3:26])[CH3:25]. Product: [OH:18][C:12]1[CH:11]=[C:10]2[C:15]([C:6]([O:5][C:4]3[CH:3]=[C:2]([NH:1][C:33]([NH:32][C:29]4[CH:28]=[C:27]([C:24]([CH3:26])([CH3:25])[C:23]([F:43])([F:42])[F:22])[O:31][N:30]=4)=[O:34])[CH:21]=[CH:20][CH:19]=3)=[N:7][CH:8]=[N:9]2)=[CH:14][C:13]=1[O:16][CH3:17]. The catalyst class is: 3. (6) Reactant: NC1C=C[C:5]([N:9]2[CH2:14][CH2:13][CH:12](O)[CH2:11][CH2:10]2)=[N:6][C:7]=1N.C1(C)C=CC(S(O)(=O)=O)=CC=1.C(OCC)(OCC)OCC.CO. Product: [N:9]1[C:14]2[CH:13]=[CH:12][CH:11]=[CH:10][C:7]=2[NH:6][CH:5]=1. The catalyst class is: 11.